From a dataset of Full USPTO retrosynthesis dataset with 1.9M reactions from patents (1976-2016). Predict the reactants needed to synthesize the given product. (1) Given the product [CH:29]1([NH:19][C:17]2[CH:18]=[C:10]([C:7]3[S:8][CH2:9][C@@H:5]([CH2:4][C:3]([OH:2])=[O:28])[N:6]=3)[CH:11]=[C:12]3[C:16]=2[NH:15][C:14]([C:22]2[CH:23]=[CH:24][CH:25]=[CH:26][CH:27]=2)=[CH:13]3)[CH2:33][CH2:32][CH2:31][CH2:30]1, predict the reactants needed to synthesize it. The reactants are: C[O:2][C:3](=[O:28])[CH2:4][C@@H:5]1[CH2:9][S:8][C:7]([C:10]2[CH:11]=[C:12]3[C:16](=[C:17]([N+:19]([O-])=O)[CH:18]=2)[NH:15][C:14]([C:22]2[CH:27]=[CH:26][CH:25]=[CH:24][CH:23]=2)=[CH:13]3)=[N:6]1.[C:29]1(=O)[CH2:33][CH2:32][CH2:31][CH2:30]1. (2) Given the product [C:1]([N:8]1[CH2:9][CH2:10][N:11]([C:14]2[CH:19]=[CH:18][CH:17]=[CH:16][C:15]=2[CH2:20][OH:21])[CH2:12][CH2:13]1)([O:3][C:4]([CH3:7])([CH3:6])[CH3:5])=[O:2], predict the reactants needed to synthesize it. The reactants are: [C:1]([N:8]1[CH2:13][CH2:12][N:11]([C:14]2[CH:19]=[CH:18][CH:17]=[CH:16][C:15]=2[C:20](O)=[O:21])[CH2:10][CH2:9]1)([O:3][C:4]([CH3:7])([CH3:6])[CH3:5])=[O:2].B.C1COCC1. (3) Given the product [Br:1][C:2]1[CH:7]=[CH:6][C:5]([CH:8]([OH:9])[CH2:10][NH:12][CH2:13][CH2:14][OH:15])=[CH:4][C:3]=1[F:11], predict the reactants needed to synthesize it. The reactants are: [Br:1][C:2]1[CH:7]=[CH:6][C:5]([CH:8]2[CH2:10][O:9]2)=[CH:4][C:3]=1[F:11].[NH2:12][CH2:13][CH2:14][OH:15]. (4) The reactants are: FC1C=CC=CC=1C1C=CN(C)N=1.[F:14][C:15]1[CH:20]=[CH:19][CH:18]=[CH:17][C:16]=1[C:21]1[N:25]([CH3:26])[N:24]=[CH:23][CH:22]=1.[Br:27]Br. Given the product [Br:27][C:22]1[CH:23]=[N:24][N:25]([CH3:26])[C:21]=1[C:16]1[CH:17]=[CH:18][CH:19]=[CH:20][C:15]=1[F:14], predict the reactants needed to synthesize it.